This data is from Peptide-MHC class II binding affinity with 134,281 pairs from IEDB. The task is: Regression. Given a peptide amino acid sequence and an MHC pseudo amino acid sequence, predict their binding affinity value. This is MHC class II binding data. (1) The peptide sequence is SQDLELVWNLNGLQAY. The MHC is HLA-DQA10301-DQB10302 with pseudo-sequence HLA-DQA10301-DQB10302. The binding affinity (normalized) is 0.416. (2) The peptide sequence is PGVDYTITVYAVTYY. The MHC is DRB1_0901 with pseudo-sequence DRB1_0901. The binding affinity (normalized) is 0.263. (3) The peptide sequence is TPFPHRKGVLFNIQY. The MHC is DRB1_0301 with pseudo-sequence DRB1_0301. The binding affinity (normalized) is 0.0206. (4) The peptide sequence is GYTPATPAAPAGAEP. The MHC is DRB3_0101 with pseudo-sequence DRB3_0101. The binding affinity (normalized) is 0. (5) The peptide sequence is THSWEYWGAQLNAMK. The MHC is HLA-DPA10201-DPB10501 with pseudo-sequence HLA-DPA10201-DPB10501. The binding affinity (normalized) is 0.558. (6) The peptide sequence is MSQIMYNYPAMRAHA. The MHC is DRB1_0101 with pseudo-sequence DRB1_0101. The binding affinity (normalized) is 0.559.